From a dataset of Forward reaction prediction with 1.9M reactions from USPTO patents (1976-2016). Predict the product of the given reaction. (1) Given the reactants Cl[C:2]1[CH:7]=[C:6]([Cl:8])[N:5]=[CH:4][N:3]=1.C[CH2:10][N:11](CC)CC.CN, predict the reaction product. The product is: [Cl:8][C:6]1[N:5]=[CH:4][N:3]=[C:2]([NH:11][CH3:10])[CH:7]=1. (2) Given the reactants [OH-].[Li+].C[O:4][C:5]([C:7]1[CH:12]=[C:11]([NH:13][CH:14]2[CH2:17][CH2:16][CH2:15]2)[N:10]=[C:9]([C:18]([O:20][CH2:21][CH3:22])=[O:19])[CH:8]=1)=[O:6], predict the reaction product. The product is: [CH3:22][CH2:21][O:20][C:18]([C:9]1[CH:8]=[C:7]([C:5]([OH:6])=[O:4])[CH:12]=[C:11]([NH:13][CH:14]2[CH2:15][CH2:16][CH2:17]2)[N:10]=1)=[O:19]. (3) Given the reactants [CH3:1][O:2][C:3](=[O:34])[CH:4]([C:9]1[CH:10]=[C:11]([C:23]2[CH:28]=[C:27]([C:29]([F:32])([F:31])[F:30])[CH:26]=[C:25]([F:33])[CH:24]=2)[CH:12]=[C:13](OS(C(F)(F)F)(=O)=O)[CH:14]=1)[CH2:5][CH:6]([CH3:8])[CH3:7].[F:35][C:36]([F:49])([F:48])[C:37]1[CH:38]=[C:39]([CH:41]=[C:42]([C:44]([F:47])([F:46])[F:45])[CH:43]=1)[NH2:40].CC(C)([O-])C.[Na+].C(P(C1C=CC2C(=CC=CC=2)C=1C1C2C(=CC=CC=2)C=CC=1)C(C)(C)C)(C)(C)C, predict the reaction product. The product is: [CH3:1][O:2][C:3](=[O:34])[CH:4]([C:9]1[CH:10]=[C:11]([C:23]2[CH:24]=[C:25]([F:33])[CH:26]=[C:27]([C:29]([F:31])([F:30])[F:32])[CH:28]=2)[CH:12]=[C:13]([NH:40][C:39]2[CH:41]=[C:42]([C:44]([F:45])([F:46])[F:47])[CH:43]=[C:37]([C:36]([F:35])([F:48])[F:49])[CH:38]=2)[CH:14]=1)[CH2:5][CH:6]([CH3:8])[CH3:7]. (4) Given the reactants [Br:1][C:2]1[S:6][C:5]([C:7](OC)=[O:8])=[C:4]([NH:11][CH2:12][C:13]2[CH:18]=[CH:17][N:16]=[CH:15][CH:14]=2)[CH:3]=1.[OH-].[Na+].Cl.C([N:24](CC)CC)C.[Cl-].[NH4+].Cl.C(N=C=NCCCN(C)C)C.ON1C2C=CC=CC=2N=N1, predict the reaction product. The product is: [Br:1][C:2]1[S:6][C:5]([C:7]([NH2:24])=[O:8])=[C:4]([NH:11][CH2:12][C:13]2[CH:18]=[CH:17][N:16]=[CH:15][CH:14]=2)[CH:3]=1. (5) Given the reactants [O:1]=[C:2]1[C:10]2[C:5](=[CH:6][CH:7]=[CH:8][CH:9]=2)[C:4](=[O:11])[N:3]1[O:12][CH:13]1[CH2:18][CH2:17][N:16](C(OC(C)(C)C)=O)[CH2:15][CH2:14]1.[F:26][C:27]([F:32])([F:31])[C:28]([OH:30])=[O:29], predict the reaction product. The product is: [F:26][C:27]([F:32])([F:31])[C:28]([OH:30])=[O:29].[NH:16]1[CH2:17][CH2:18][CH:13]([O:12][N:3]2[C:2](=[O:1])[C:10]3[C:5](=[CH:6][CH:7]=[CH:8][CH:9]=3)[C:4]2=[O:11])[CH2:14][CH2:15]1. (6) Given the reactants [C:1]([NH:8][CH2:9][CH2:10][NH2:11])([O:3][C:4]([CH3:7])([CH3:6])[CH3:5])=[O:2].Br[CH2:13][CH2:14][CH2:15][CH2:16][CH2:17][C:18]([NH:20][CH2:21][CH2:22][S:23][C:24]([C:37]1[CH:42]=[CH:41][CH:40]=[CH:39][CH:38]=1)([C:31]1[CH:36]=[CH:35][CH:34]=[CH:33][CH:32]=1)[C:25]1[CH:30]=[CH:29][CH:28]=[CH:27][CH:26]=1)=[O:19].C([O-])([O-])=O.[Na+].[Na+].C(O)(C(F)(F)F)=O, predict the reaction product. The product is: [C:1]([NH:8][CH2:9][CH2:10][NH:11][CH2:13][CH2:14][CH2:15][CH2:16][CH2:17][C:18]([NH:20][CH2:21][CH2:22][S:23][C:24]([C:37]1[CH:42]=[CH:41][CH:40]=[CH:39][CH:38]=1)([C:31]1[CH:36]=[CH:35][CH:34]=[CH:33][CH:32]=1)[C:25]1[CH:26]=[CH:27][CH:28]=[CH:29][CH:30]=1)=[O:19])([O:3][C:4]([CH3:5])([CH3:6])[CH3:7])=[O:2].